Dataset: Forward reaction prediction with 1.9M reactions from USPTO patents (1976-2016). Task: Predict the product of the given reaction. (1) The product is: [F:23][C:20]1[CH:21]=[CH:22][C:17]([NH:16][C:14]([C@H:10]2[C@H:11]([CH3:13])[CH2:12][NH:8][CH2:9]2)=[O:15])=[CH:18][C:19]=1[CH3:24]. Given the reactants C([N:8]1[CH2:12][C@@H:11]([CH3:13])[C@H:10]([C:14]([NH:16][C:17]2[CH:22]=[CH:21][C:20]([F:23])=[C:19]([CH3:24])[CH:18]=2)=[O:15])[CH2:9]1)C1C=CC=CC=1, predict the reaction product. (2) Given the reactants [Br:1][C:2]1[CH:11]=[C:10]2[C:5]([NH:6][C@@H:7]([CH3:21])[CH2:8][N:9]2[C:12]2[C:16]3[CH:17]=[CH:18][CH:19]=[CH:20][C:15]=3[O:14][N:13]=2)=[CH:4][CH:3]=1.ClCCCl.C(N(CC)C(C)C)(C)C.[C:35](Cl)(=[O:37])[CH3:36], predict the reaction product. The product is: [O:14]1[C:15]2[CH:20]=[CH:19][CH:18]=[CH:17][C:16]=2[C:12]([N:9]2[C:10]3[C:5](=[CH:4][CH:3]=[C:2]([Br:1])[CH:11]=3)[N:6]([C:35](=[O:37])[CH3:36])[C@@H:7]([CH3:21])[CH2:8]2)=[N:13]1. (3) Given the reactants Br[C:2]1[CH:7]=[C:6]([C:8]([F:11])([F:10])[F:9])[CH:5]=[C:4]([C:12]([F:15])([F:14])[F:13])[C:3]=1[CH3:16].CC([O-])=O.[K+].[B:22]1([B:22]2[O:26][C:25]([CH3:28])([CH3:27])[C:24]([CH3:30])([CH3:29])[O:23]2)[O:26][C:25]([CH3:28])([CH3:27])[C:24]([CH3:30])([CH3:29])[O:23]1, predict the reaction product. The product is: [CH3:16][C:3]1[C:4]([C:12]([F:15])([F:14])[F:13])=[CH:5][C:6]([C:8]([F:11])([F:10])[F:9])=[CH:7][C:2]=1[B:22]1[O:26][C:25]([CH3:28])([CH3:27])[C:24]([CH3:30])([CH3:29])[O:23]1. (4) The product is: [Br:1][C:2]1[CH:3]=[N:4][C:5]2[N:6]([N:8]=[C:9]([C:11]([N:27]3[CH2:26][CH2:25][C:24]4[C:29](=[C:20]([C:19]5[C:15]([CH3:14])=[N:16][O:17][C:18]=5[CH3:31])[CH:21]=[CH:22][CH:23]=4)[CH:28]3[CH3:30])=[O:13])[CH:10]=2)[CH:7]=1. Given the reactants [Br:1][C:2]1[CH:3]=[N:4][C:5]2[N:6]([N:8]=[C:9]([C:11]([OH:13])=O)[CH:10]=2)[CH:7]=1.[CH3:14][C:15]1[C:19]([C:20]2[CH:21]=[CH:22][CH:23]=[C:24]3[C:29]=2[CH:28]([CH3:30])[NH:27][CH2:26][CH2:25]3)=[C:18]([CH3:31])[O:17][N:16]=1, predict the reaction product.